This data is from Forward reaction prediction with 1.9M reactions from USPTO patents (1976-2016). The task is: Predict the product of the given reaction. (1) Given the reactants Cl[CH2:2][CH2:3][C:4]1([C:20]([O:22]C)=O)[CH2:9][CH2:8][N:7]([C:10]([O:12][CH2:13][C:14]2[CH:19]=[CH:18][CH:17]=[CH:16][CH:15]=2)=[O:11])[CH2:6][CH2:5]1.[CH:24]1([NH2:30])[CH2:29][CH2:28][CH2:27][CH2:26][CH2:25]1.[I-].[Na+].C(=O)([O-])[O-].[K+].[K+], predict the reaction product. The product is: [CH:24]1([N:30]2[CH2:2][CH2:3][C:4]3([CH2:5][CH2:6][N:7]([C:10]([O:12][CH2:13][C:14]4[CH:15]=[CH:16][CH:17]=[CH:18][CH:19]=4)=[O:11])[CH2:8][CH2:9]3)[C:20]2=[O:22])[CH2:29][CH2:28][CH2:27][CH2:26][CH2:25]1. (2) Given the reactants [Cl:1][C:2]1[CH:7]=[CH:6][C:5]([N:8]2[CH:12]=[C:11]([C:13]([O:15]CC)=[O:14])[N:10]=[C:9]2[CH2:18][CH2:19][CH3:20])=[CH:4][CH:3]=1.O.[OH-].[Li+], predict the reaction product. The product is: [Cl:1][C:2]1[CH:3]=[CH:4][C:5]([N:8]2[CH:12]=[C:11]([C:13]([OH:15])=[O:14])[N:10]=[C:9]2[CH2:18][CH2:19][CH3:20])=[CH:6][CH:7]=1. (3) The product is: [N+:7]([C:10]1[CH:15]=[CH:14][CH:13]=[C:12]([O:16][CH2:18][CH2:19][CH2:20][CH2:21][CH2:22][C:23]2[CH:28]=[CH:27][CH:26]=[CH:25][CH:24]=2)[CH:11]=1)([O-:9])=[O:8]. Given the reactants C(=O)([O-])[O-].[K+].[K+].[N+:7]([C:10]1[CH:11]=[C:12]([OH:16])[CH:13]=[CH:14][CH:15]=1)([O-:9])=[O:8].Br[CH2:18][CH2:19][CH2:20][CH2:21][CH2:22][C:23]1[CH:28]=[CH:27][CH:26]=[CH:25][CH:24]=1.[I-].[K+], predict the reaction product. (4) Given the reactants [C:1]([O:5][C:6]([NH:8][CH2:9][CH2:10][N:11]([CH2:17][CH2:18][C:19]([O:21]CC1C=CC=CC=1)=[O:20])[CH2:12][CH2:13][C:14]([O-:16])=[O:15])=[O:7])([CH3:4])([CH3:3])[CH3:2].C(Cl)Cl, predict the reaction product. The product is: [C:1]([O:5][C:6]([NH:8][CH2:9][CH2:10][N:11]([CH2:17][CH2:18][C:19]([OH:21])=[O:20])[CH2:12][CH2:13][C:14]([OH:16])=[O:15])=[O:7])([CH3:4])([CH3:2])[CH3:3]. (5) Given the reactants [C:1]([O:5][C:6]([N:8]1[C:16]2[CH:15]=[C:14](Cl)[N:13]=[CH:12][C:11]=2[CH:10]=[C:9]1[C:18]1[CH:19]=[N:20][N:21]([C:23]([O:25][C:26]([CH3:29])([CH3:28])[CH3:27])=[O:24])[CH:22]=1)=[O:7])([CH3:4])([CH3:3])[CH3:2].[CH3:30][C:31]1[CH:37]=[CH:36][C:34]([NH2:35])=[CH:33][CH:32]=1.P([O-])([O-])([O-])=O.[K+].[K+].[K+].CC1(C)C2C(=C(P(C3C=CC=CC=3)C3C=CC=CC=3)C=CC=2)OC2C(P(C3C=CC=CC=3)C3C=CC=CC=3)=CC=CC1=2, predict the reaction product. The product is: [C:26]([O:25][C:23]([N:21]1[CH:22]=[C:18]([C:9]2[N:8]([C:6]([O:5][C:1]([CH3:4])([CH3:3])[CH3:2])=[O:7])[C:16]3[CH:15]=[C:14]([NH:35][C:34]4[CH:36]=[CH:37][C:31]([CH3:30])=[CH:32][CH:33]=4)[N:13]=[CH:12][C:11]=3[CH:10]=2)[CH:19]=[N:20]1)=[O:24])([CH3:29])([CH3:28])[CH3:27]. (6) Given the reactants Br[C:2]1[C:7]2[S:8][CH:9]=[CH:10][C:6]=2[CH:5]=[CH:4][CH:3]=1.[CH3:11][O-:12].[Na+].O, predict the reaction product. The product is: [CH3:11][O:12][C:2]1[C:7]2[S:8][CH:9]=[CH:10][C:6]=2[CH:5]=[CH:4][CH:3]=1. (7) Given the reactants [NH:1]1[CH2:6][CH2:5][CH:4]([NH:7][C:8]2[O:9][C:10]3[CH:16]=[CH:15][C:14]([O:17][CH2:18][CH2:19][CH2:20][N:21]4[CH:25]=[N:24][CH:23]=[N:22]4)=[CH:13][C:11]=3[N:12]=2)[CH2:3][CH2:2]1.[Cl:26][C:27]1[C:34]([O:35][CH2:36][CH3:37])=[CH:33][C:30]([CH:31]=O)=[CH:29][C:28]=1[O:38][CH2:39][CH3:40].C([BH3-])#N.[Na+].C(N(C(C)C)C(C)C)C, predict the reaction product. The product is: [Cl:26][C:27]1[C:34]([O:35][CH2:36][CH3:37])=[CH:33][C:30]([CH2:31][N:1]2[CH2:6][CH2:5][CH:4]([NH:7][C:8]3[O:9][C:10]4[CH:16]=[CH:15][C:14]([O:17][CH2:18][CH2:19][CH2:20][N:21]5[CH:25]=[N:24][CH:23]=[N:22]5)=[CH:13][C:11]=4[N:12]=3)[CH2:3][CH2:2]2)=[CH:29][C:28]=1[O:38][CH2:39][CH3:40]. (8) Given the reactants [CH3:1][C@H:2]1[CH2:7][N:6]([CH2:8][C:9]2[CH:14]=[CH:13][C:12]([N+:15]([O-])=O)=[CH:11][CH:10]=2)[CH2:5][CH2:4][N:3]1[C:18]([O:20][C:21]([CH3:24])([CH3:23])[CH3:22])=[O:19].[OH-].[K+], predict the reaction product. The product is: [NH2:15][C:12]1[CH:13]=[CH:14][C:9]([CH2:8][N:6]2[CH2:5][CH2:4][N:3]([C:18]([O:20][C:21]([CH3:24])([CH3:23])[CH3:22])=[O:19])[C@@H:2]([CH3:1])[CH2:7]2)=[CH:10][CH:11]=1. (9) Given the reactants [H-].[Na+].C[C:4](P(OC)(O)=O)([C:6]([O-:8])=[O:7])[CH3:5].[C:14]([O:18][C:19]([NH:21][CH:22]([CH2:26][C:27]1[CH:32]=[CH:31][C:30]([C:33]2[CH:38]=[CH:37][C:36](C=O)=[CH:35][CH:34]=2)=[CH:29][CH:28]=1)[C:23]([OH:25])=[O:24])=[O:20])([CH3:17])([CH3:16])[CH3:15].[CH3:41]CCCCC, predict the reaction product. The product is: [CH3:41][O:8][C:6](=[O:7])[CH:4]=[CH:5][C:36]1[CH:37]=[CH:38][C:33]([C:30]2[CH:31]=[CH:32][C:27]([CH2:26][CH:22]([NH:21][C:19]([O:18][C:14]([CH3:17])([CH3:16])[CH3:15])=[O:20])[C:23]([OH:25])=[O:24])=[CH:28][CH:29]=2)=[CH:34][CH:35]=1.